This data is from Forward reaction prediction with 1.9M reactions from USPTO patents (1976-2016). The task is: Predict the product of the given reaction. (1) Given the reactants C(Cl)CCl.[NH2:5][C:6]1[CH:7]=[N:8][CH:9]=[CH:10][C:11]=1[C@@H:12]1[O:21][C@H:20]([CH3:22])[C@@:19]2([OH:23])[C@H:14]([N:15]([C:24]([O:26][C:27]([CH3:30])([CH3:29])[CH3:28])=[O:25])[CH2:16][CH2:17][CH2:18]2)[CH2:13]1.[F:31][C:32]1[CH:37]=[CH:36][CH:35]=[C:34]([F:38])[C:33]=1[C:39]1[N:44]=[C:43]([C:45]([OH:47])=[O:46])[CH:42]=[CH:41][C:40]=1[F:48].C1C=NC2N(O)N=NC=2C=1, predict the reaction product. The product is: [F:31][C:32]1[CH:37]=[CH:36][CH:35]=[C:34]([F:38])[C:33]=1[C:39]1[N:44]=[C:43]([C:45]([NH:5][C:6]2[CH:7]=[N:8][CH:9]=[CH:10][C:11]=2[C@H:12]2[O:21][C@@H:20]([CH3:22])[C@:19]3([OH:23])[C@@H:14]([N:15]([C:24]([O:26][C:27]([CH3:29])([CH3:28])[CH3:30])=[O:25])[CH2:16][CH2:17][CH2:18]3)[CH2:13]2)=[O:46])[CH:42]=[CH:41][C:40]=1[F:48].[C:27]([O:26][C:24]([N:15]1[CH2:16][CH2:17][CH2:18][C@@:19]2([OH:23])[C@@H:20]([CH3:22])[O:21][C@@H:12]([C:11]3[CH:10]=[CH:9][N:8]=[CH:7][C:6]=3[NH:5][C:45](=[O:47])[C:43]3[CH:42]=[CH:41][C:40]([F:48])=[C:39]([C:33]4[C:34]([F:38])=[CH:35][CH:36]=[CH:37][C:32]=4[F:31])[N:44]=3)[CH2:13][C@@H:14]12)=[O:25])([CH3:30])([CH3:28])[CH3:29]. (2) Given the reactants C(OC([N:8]1[CH2:17][CH:16]([O:18][CH3:19])[C:15]2[C:10](=[CH:11][CH:12]=[C:13]([O:20][CH2:21][CH:22]3[CH2:24][CH2:23]3)[CH:14]=2)[CH2:9]1)=O)(C)(C)C.[ClH:25], predict the reaction product. The product is: [ClH:25].[CH:22]1([CH2:21][O:20][C:13]2[CH:14]=[C:15]3[C:10](=[CH:11][CH:12]=2)[CH2:9][NH:8][CH2:17][CH:16]3[O:18][CH3:19])[CH2:23][CH2:24]1.